This data is from Forward reaction prediction with 1.9M reactions from USPTO patents (1976-2016). The task is: Predict the product of the given reaction. (1) Given the reactants [CH3:1][O:2][C:3]([C:5]1[C:14]2[C:9](=[CH:10][C:11]([O:16][CH3:17])=[C:12](N)[CH:13]=2)[C:8](=[O:18])[N:7]([CH2:19][CH3:20])[CH:6]=1)=[O:4].N([O-])=O.[Na+].[BrH:25], predict the reaction product. The product is: [CH3:1][O:2][C:3]([C:5]1[C:14]2[C:9](=[CH:10][C:11]([O:16][CH3:17])=[C:12]([Br:25])[CH:13]=2)[C:8](=[O:18])[N:7]([CH2:19][CH3:20])[CH:6]=1)=[O:4]. (2) Given the reactants Cl[C:2]1[N:34]=[C:5]2[C:6]([C:24]3[CH:29]=[CH:28][CH:27]=[C:26]([C:30]([F:33])([F:32])[F:31])[CH:25]=3)=[C:7]([CH3:23])[C:8]([C:10]3[N:14]([C:15]4[CH:22]=[CH:21][C:18]([C:19]#[N:20])=[CH:17][CH:16]=4)[N:13]=[CH:12][CH:11]=3)=[CH:9][N:4]2[N:3]=1.[NH2:35][CH2:36][CH:37]([OH:39])[CH3:38], predict the reaction product. The product is: [OH:39][CH:37]([CH3:38])[CH2:36][NH:35][C:2]1[N:34]=[C:5]2[C:6]([C:24]3[CH:29]=[CH:28][CH:27]=[C:26]([C:30]([F:33])([F:32])[F:31])[CH:25]=3)=[C:7]([CH3:23])[C:8]([C:10]3[N:14]([C:15]4[CH:22]=[CH:21][C:18]([C:19]#[N:20])=[CH:17][CH:16]=4)[N:13]=[CH:12][CH:11]=3)=[CH:9][N:4]2[N:3]=1. (3) Given the reactants [C:1]([O:5][C:6]([NH:8][C@@H:9]([CH2:13][C:14]1[CH:19]=[C:18]([F:20])[CH:17]=[C:16]([F:21])[CH:15]=1)[C:10](O)=[O:11])=[O:7])([CH3:4])([CH3:3])[CH3:2].C(Cl)(=O)C([Cl:25])=O, predict the reaction product. The product is: [C:1]([O:5][C:6](=[O:7])[NH:8][C@@H:9]([CH2:13][C:14]1[CH:19]=[C:18]([F:20])[CH:17]=[C:16]([F:21])[CH:15]=1)[C:10]([Cl:25])=[O:11])([CH3:4])([CH3:3])[CH3:2]. (4) The product is: [CH:33]([C:32]1[N:2]=[C:1]([N:3]2[CH2:4][CH2:5][CH:6]([C@H:9]3[CH2:11][C@H:10]3[CH2:12][CH2:13][O:14][C:15]3[N:20]=[CH:19][C:18]([CH2:21][C:22]([O:24][C:25]([CH3:26])([CH3:28])[CH3:27])=[O:23])=[CH:17][C:16]=3[CH3:29])[CH2:7][CH2:8]2)[O:30][N:31]=1)([CH3:35])[CH3:34]. Given the reactants [C:1]([N:3]1[CH2:8][CH2:7][CH:6]([C@H:9]2[CH2:11][C@H:10]2[CH2:12][CH2:13][O:14][C:15]2[N:20]=[CH:19][C:18]([CH2:21][C:22]([O:24][C:25]([CH3:28])([CH3:27])[CH3:26])=[O:23])=[CH:17][C:16]=2[CH3:29])[CH2:5][CH2:4]1)#[N:2].[OH:30][NH:31][C:32](=N)[CH:33]([CH3:35])[CH3:34].CC1C=CC(S(O)(=O)=O)=CC=1, predict the reaction product. (5) Given the reactants [C:1]([C:4]1[C:5]([Cl:17])=[C:6]2[C:11](=[C:12]([Cl:14])[CH:13]=1)S[CH2:9][CH2:8][C:7]2([CH3:16])[CH3:15])(=[O:3])[CH3:2].OO.[S:20]([O-:23])(O)=[O:21].[Na+], predict the reaction product. The product is: [C:1]([C:4]1[C:5]([Cl:17])=[C:6]2[C:11](=[C:12]([Cl:14])[CH:13]=1)[S:20](=[O:23])(=[O:21])[CH2:9][CH2:8][C:7]2([CH3:16])[CH3:15])(=[O:3])[CH3:2].